From a dataset of Full USPTO retrosynthesis dataset with 1.9M reactions from patents (1976-2016). Predict the reactants needed to synthesize the given product. Given the product [C:1]([O:5][C:6]([NH:8][CH2:9][C:10]1[NH:11][C:12]([C:20]2[CH:29]=[CH:28][CH:27]=[C:26]3[C:21]=2[N:22]=[C:23]([NH:31][CH2:32][C:33]([F:34])([F:35])[F:36])[C:24]([CH3:30])=[N:25]3)=[CH:13][C:14]=1[C:15]([OH:17])=[O:16])=[O:7])([CH3:4])([CH3:2])[CH3:3], predict the reactants needed to synthesize it. The reactants are: [C:1]([O:5][C:6]([NH:8][CH2:9][C:10]1[NH:11][C:12]([C:20]2[CH:29]=[CH:28][CH:27]=[C:26]3[C:21]=2[N:22]=[C:23]([NH:31][CH2:32][C:33]([F:36])([F:35])[F:34])[C:24]([CH3:30])=[N:25]3)=[CH:13][C:14]=1[C:15]([O:17]CC)=[O:16])=[O:7])([CH3:4])([CH3:3])[CH3:2].